From a dataset of Forward reaction prediction with 1.9M reactions from USPTO patents (1976-2016). Predict the product of the given reaction. (1) Given the reactants C([O:3][C:4](=[O:44])[CH:5]([C:10]1[CH:11]=[C:12]([C:34]2[CH:39]=[CH:38][C:37]([C:40]([F:43])([F:42])[F:41])=[CH:36][CH:35]=2)[CH:13]=[C:14]([CH:16]2[CH2:21][CH2:20][CH2:19][N:18]([C:22](=[O:33])[C:23]3[CH:28]=[CH:27][C:26]([C:29]([F:32])([F:31])[F:30])=[CH:25][CH:24]=3)[CH2:17]2)[CH:15]=1)[CH2:6][CH:7]([CH3:9])[CH3:8])C.[OH-].[K+], predict the reaction product. The product is: [CH3:8][CH:7]([CH3:9])[CH2:6][CH:5]([C:10]1[CH:11]=[C:12]([C:34]2[CH:39]=[CH:38][C:37]([C:40]([F:43])([F:41])[F:42])=[CH:36][CH:35]=2)[CH:13]=[C:14]([CH:16]2[CH2:21][CH2:20][CH2:19][N:18]([C:22](=[O:33])[C:23]3[CH:28]=[CH:27][C:26]([C:29]([F:31])([F:32])[F:30])=[CH:25][CH:24]=3)[CH2:17]2)[CH:15]=1)[C:4]([OH:44])=[O:3]. (2) Given the reactants [C:1]([O:5][C:6]([NH:8][C@H:9]([C:17]([OH:19])=O)[CH2:10][C:11]1[CH:12]=[N:13][CH:14]=[CH:15][CH:16]=1)=[O:7])([CH3:4])([CH3:3])[CH3:2].[C:20]1([CH2:26][CH2:27][CH2:28][CH:29]([NH:39][C:40]([CH:42]2[CH2:47][CH2:46][NH:45][CH2:44][CH2:43]2)=[O:41])[CH2:30][CH2:31][CH2:32][C:33]2[CH:38]=[CH:37][CH:36]=[CH:35][CH:34]=2)[CH:25]=[CH:24][CH:23]=[CH:22][CH:21]=1.C(N(CC)C(C)C)(C)C.C1CN([P+](ON2N=NC3C=CC=CC2=3)(N2CCCC2)N2CCCC2)CC1.F[P-](F)(F)(F)(F)F, predict the reaction product. The product is: [C:20]1([CH2:26][CH2:27][CH2:28][CH:29]([NH:39][C:40]([CH:42]2[CH2:47][CH2:46][N:45]([C:17](=[O:19])[C@H:9]([CH2:10][C:11]3[CH:12]=[N:13][CH:14]=[CH:15][CH:16]=3)[NH:8][C:6]([O:5][C:1]([CH3:2])([CH3:3])[CH3:4])=[O:7])[CH2:44][CH2:43]2)=[O:41])[CH2:30][CH2:31][CH2:32][C:33]2[CH:38]=[CH:37][CH:36]=[CH:35][CH:34]=2)[CH:25]=[CH:24][CH:23]=[CH:22][CH:21]=1. (3) Given the reactants Cl.[C:2]1([C:8]2([NH2:11])[CH2:10][CH2:9]2)[CH:7]=[CH:6][CH:5]=[CH:4][CH:3]=1.CN(C(ON1N=NC2C=CC=NC1=2)=[N+](C)C)C.F[P-](F)(F)(F)(F)F.CCN(C(C)C)C(C)C.[F:45][C:46]1[CH:51]=[CH:50][C:49]([C:52]2[O:53][C:54]3[CH:64]=[C:63]([N:65]([CH2:70][CH2:71][OH:72])[S:66]([CH3:69])(=[O:68])=[O:67])[C:62]([C:73]4[CH:74]=[C:75]([CH:79]=[CH:80][CH:81]=4)[C:76](O)=[O:77])=[CH:61][C:55]=3[C:56]=2[C:57](=[O:60])[NH:58][CH3:59])=[CH:48][CH:47]=1, predict the reaction product. The product is: [F:45][C:46]1[CH:51]=[CH:50][C:49]([C:52]2[O:53][C:54]3[CH:64]=[C:63]([N:65]([CH2:70][CH2:71][OH:72])[S:66]([CH3:69])(=[O:68])=[O:67])[C:62]([C:73]4[CH:81]=[CH:80][CH:79]=[C:75]([C:76](=[O:77])[NH:11][C:8]5([C:2]6[CH:7]=[CH:6][CH:5]=[CH:4][CH:3]=6)[CH2:10][CH2:9]5)[CH:74]=4)=[CH:61][C:55]=3[C:56]=2[C:57]([NH:58][CH3:59])=[O:60])=[CH:48][CH:47]=1. (4) Given the reactants C([O:8][N:9]1[C:15](=[O:16])[N:14]2[CH2:17][C@H:10]1[CH2:11][CH2:12][C@H:13]2[C:18]([NH:20][NH:21][C:22]([CH:24]1[CH2:27][CH2:26][CH2:25]1)=[O:23])=[O:19])C1C=CC=CC=1, predict the reaction product. The product is: [CH:24]1([C:22]([NH:21][NH:20][C:18]([C@@H:13]2[CH2:12][CH2:11][C@@H:10]3[CH2:17][N:14]2[C:15](=[O:16])[N:9]3[OH:8])=[O:19])=[O:23])[CH2:27][CH2:26][CH2:25]1. (5) Given the reactants [C:1]1([CH3:22])[CH:6]=[CH:5][C:4]([NH:7][CH:8]2[C@@H:13]3[CH2:14][C@@H:10]([CH2:11][N:12]3C(OC(C)(C)C)=O)[CH2:9]2)=[CH:3][CH:2]=1.Cl, predict the reaction product. The product is: [C:1]1([CH3:22])[CH:2]=[CH:3][C:4]([NH:7][CH:8]2[C@@H:13]3[CH2:14][C@@H:10]([CH2:11][NH:12]3)[CH2:9]2)=[CH:5][CH:6]=1. (6) Given the reactants ClC1C=CC(O)=C(C2C=NN3C=CC=NC=23)C=1.[NH2:18][C:19]1[C:23]2[CH:24]=[C:25]([C:28]3[C:29](=[O:62])[N:30]([C:34]4[C:39]([F:40])=[CH:38][C:37]([S:41]([N:44](CC5C=CC(OC)=CC=5OC)[C:45]5[S:49][N:48]=[CH:47][N:46]=5)(=[O:43])=[O:42])=[C:36]([F:61])[CH:35]=4)[CH:31]=[CH:32][CH:33]=3)[CH:26]=[CH:27][C:22]=2[O:21][N:20]=1, predict the reaction product. The product is: [NH2:18][C:19]1[C:23]2[CH:24]=[C:25]([C:28]3[C:29](=[O:62])[N:30]([C:34]4[C:39]([F:40])=[CH:38][C:37]([S:41]([NH:44][C:45]5[S:49][N:48]=[CH:47][N:46]=5)(=[O:43])=[O:42])=[C:36]([F:61])[CH:35]=4)[CH:31]=[CH:32][CH:33]=3)[CH:26]=[CH:27][C:22]=2[O:21][N:20]=1. (7) Given the reactants [CH2:1]1CC[CH:4](N=C=N[CH:2]2[CH2:1]CC[CH2:4][CH2:3]2)[CH2:3][CH2:2]1.COC1C=CC(C(C2C=CC(OC)=CC=2)OC(C2C=CC=CC=2)C2OC(N3C4C(=CC([N+:41]([O-:43])=[O:42])=CC=4)C(C#CCN)=C3)CC2O)=CC=1.C([N:65]([CH2:68][CH3:69])[CH2:66][CH3:67])C, predict the reaction product. The product is: [N+:41]([C:68]1[NH:65][C:66]2[C:67]([CH:69]=1)=[CH:4][CH:3]=[CH:2][CH:1]=2)([O-:43])=[O:42]. (8) Given the reactants C(O[BH-](OC(=O)C)OC(=O)C)(=O)C.[Na+].[CH3:15][N:16]1[CH:20]=[C:19]([C:21]2[CH:22]=[C:23]([C:27]3[N:32]=[CH:31][C:30]([C:33]4[CH:34]=[N:35][N:36]([CH:38]5[CH2:43][CH2:42][NH:41][CH2:40][CH2:39]5)[CH:37]=4)=[CH:29][N:28]=3)[CH:24]=[CH:25][CH:26]=2)[CH:18]=[N:17]1.CCN(C(C)C)C(C)C.[O:53]1[CH2:56][C:55](=O)[CH2:54]1, predict the reaction product. The product is: [CH3:15][N:16]1[CH:20]=[C:19]([C:21]2[CH:22]=[C:23]([C:27]3[N:28]=[CH:29][C:30]([C:33]4[CH:34]=[N:35][N:36]([CH:38]5[CH2:43][CH2:42][N:41]([CH:55]6[CH2:56][O:53][CH2:54]6)[CH2:40][CH2:39]5)[CH:37]=4)=[CH:31][N:32]=3)[CH:24]=[CH:25][CH:26]=2)[CH:18]=[N:17]1. (9) Given the reactants C([Si](C)(C)[O:6][CH2:7][CH2:8][N:9]([C:37]#[N:38])[C:10]1[CH:15]=[CH:14][C:13]([NH:16][C:17]([C:19]2[CH:24]=[C:23]([C:25]#[N:26])[C:22]([CH3:27])=[CH:21][C:20]=2[NH:28][C:29]([C:31]2[S:32][C:33]([Cl:36])=[CH:34][CH:35]=2)=[O:30])=[O:18])=[CH:12][CH:11]=1)(C)(C)C.[CH3:41][S:42]([OH:45])(=[O:44])=[O:43], predict the reaction product. The product is: [CH3:41][S:42]([OH:45])(=[O:44])=[O:43].[Cl:36][C:33]1[S:32][C:31]([C:29]([NH:28][C:20]2[CH:21]=[C:22]([CH3:27])[C:23]([C:25]#[N:26])=[CH:24][C:19]=2[C:17]([NH:16][C:13]2[CH:14]=[CH:15][C:10]([N:9]3[CH2:8][CH2:7][O:6][C:37]3=[NH:38])=[CH:11][CH:12]=2)=[O:18])=[O:30])=[CH:35][CH:34]=1. (10) The product is: [CH2:15]([O:12][B:11]([O-:14])[O:13][CH2:19][C:17]1[C:16](=[CH:22][CH:21]=[CH:9][CH:10]=1)[OH:1])[C:16]1[C:17](=[CH:19][CH:20]=[CH:21][CH:22]=1)[OH:18].[CH2:2]([N+:4]([CH2:9][CH3:10])([CH2:7][CH3:8])[CH2:5][CH3:6])[CH3:3]. Given the reactants [OH-:1].[CH2:2]([N+:4]([CH2:9][CH3:10])([CH2:7][CH3:8])[CH2:5][CH3:6])[CH3:3].[B:11]([OH:14])([OH:13])[OH:12].[C:15](O)(=O)[C:16]1[C:17](=[CH:19][CH:20]=[CH:21][CH:22]=1)[OH:18], predict the reaction product.